From a dataset of Full USPTO retrosynthesis dataset with 1.9M reactions from patents (1976-2016). Predict the reactants needed to synthesize the given product. (1) Given the product [Cl:1][C:2]1[S:14][C:5]2[NH:6][C:7](=[O:13])[C:8]([C:11]#[N:12])=[C:9]([OH:10])[C:4]=2[C:3]=1[C:15]1[CH:16]=[CH:17][C:18]([O:21][CH2:22][C:23]2([OH:28])[CH2:24][CH2:25][CH2:26][CH2:27]2)=[CH:19][CH:20]=1, predict the reactants needed to synthesize it. The reactants are: [Cl:1][C:2]1[S:14][C:5]2[NH:6][C:7](=[O:13])[C:8]([C:11]#[N:12])=[C:9]([OH:10])[C:4]=2[C:3]=1[C:15]1[CH:20]=[CH:19][C:18]([O:21][CH2:22][C:23]2([OH:28])[CH2:27][CH:26]=[CH:25][CH2:24]2)=[CH:17][CH:16]=1.[N+](C([O-])=O)(C([O-])=O)=[N-].[K+].[K+].CC(O)=O. (2) Given the product [CH3:22][O:21][C:19]1[CH:18]=[CH:17][C:12]2[N:13]=[CH:14][C:15](=[O:16])[N:10]([CH2:9][CH2:8][N:5]3[CH2:4][CH2:3][CH:2]([NH:1][CH2:34][C:32]4[CH:31]=[CH:30][C:27]5[O:28][CH2:29][C:24](=[O:23])[NH:25][C:26]=5[N:33]=4)[CH2:7][CH2:6]3)[C:11]=2[N:20]=1, predict the reactants needed to synthesize it. The reactants are: [NH2:1][CH:2]1[CH2:7][CH2:6][N:5]([CH2:8][CH2:9][N:10]2[C:15](=[O:16])[CH:14]=[N:13][C:12]3[CH:17]=[CH:18][C:19]([O:21][CH3:22])=[N:20][C:11]2=3)[CH2:4][CH2:3]1.[O:23]=[C:24]1[CH2:29][O:28][C:27]2[CH:30]=[CH:31][C:32]([CH:34]=O)=[N:33][C:26]=2[NH:25]1.C(O[BH3-])(=O)C.[Na+].CO. (3) Given the product [Cl:1][C:2]1[CH:3]=[C:4]2[C:5](=[CH:6][CH:7]=1)[NH:8][C:9]([CH:17]([CH3:18])[CH2:19][CH3:20])=[CH:16]2, predict the reactants needed to synthesize it. The reactants are: [Cl:1][C:2]1[CH:7]=[CH:6][C:5]([NH:8][C:9](=O)OC(C)(C)C)=[C:4]([CH3:16])[CH:3]=1.[CH:17]([Li])([CH2:19][CH3:20])[CH3:18].CON(C)C(=O)C(C)CC.Cl. (4) Given the product [N+:1]([C:4]1[CH:5]=[CH:6][C:7]([CH:8]=[C:9]2[CH2:10][CH2:11][NH:12][CH2:13][CH2:14]2)=[CH:22][CH:23]=1)([O-:3])=[O:2], predict the reactants needed to synthesize it. The reactants are: [N+:1]([C:4]1[CH:23]=[CH:22][C:7]([CH:8]=[C:9]2[CH2:14][CH2:13][N:12](C(OC(C)(C)C)=O)[CH2:11][CH2:10]2)=[CH:6][CH:5]=1)([O-:3])=[O:2]. (5) Given the product [F:38][C:39]1[CH:44]=[C:43]([C:19]2[CH:20]=[CH:21][CH:22]=[C:23]3[C:18]=2[NH:17][C:16]([C:33]([O:35][CH3:36])=[O:34])=[C:15]3[CH2:14][CH2:13][CH2:12][O:11][C:1]2[C:10]3[C:5](=[CH:6][CH:7]=[CH:8][CH:9]=3)[CH:4]=[CH:3][CH:2]=2)[C:42]([CH3:46])=[CH:41][N:40]=1, predict the reactants needed to synthesize it. The reactants are: [C:1]1([O:11][CH2:12][CH2:13][CH2:14][C:15]2[C:23]3[C:18](=[C:19](B4OC(C)(C)C(C)(C)O4)[CH:20]=[CH:21][CH:22]=3)[NH:17][C:16]=2[C:33]([O:35][CH2:36]C)=[O:34])[C:10]2[C:5](=[CH:6][CH:7]=[CH:8][CH:9]=2)[CH:4]=[CH:3][CH:2]=1.[F:38][C:39]1[CH:44]=[C:43](I)[C:42]([CH3:46])=[CH:41][N:40]=1.[F-].[Cs+]. (6) Given the product [Cl:1][C:2]1[CH:7]=[C:6]([N+:8]([O-:10])=[O:9])[CH:5]=[CH:4][C:3]=1[O:11][CH2:16][C:15]1[CH:18]=[CH:19][CH:20]=[C:13]([F:12])[CH:14]=1, predict the reactants needed to synthesize it. The reactants are: [Cl:1][C:2]1[CH:7]=[C:6]([N+:8]([O-:10])=[O:9])[CH:5]=[CH:4][C:3]=1[OH:11].[F:12][C:13]1[CH:14]=[C:15]([CH:18]=[CH:19][CH:20]=1)[CH2:16]Cl.C(=O)([O-])[O-].[K+].[K+].O. (7) Given the product [NH2:10][C:11]1[CH:16]=[CH:15][C:14]([CH:17]2[CH2:22][CH2:21][N:20]([CH3:23])[CH2:19][CH:18]2[OH:24])=[CH:13][C:12]=1[O:25][CH:26]([CH3:28])[CH3:27], predict the reactants needed to synthesize it. The reactants are: C(OC(=O)[NH:10][C:11]1[CH:16]=[CH:15][C:14]([CH:17]2[CH2:22][CH2:21][N:20]([CH3:23])[CH2:19][CH:18]2[OH:24])=[CH:13][C:12]=1[O:25][CH:26]([CH3:28])[CH3:27])C1C=CC=CC=1.